Task: Predict the reactants needed to synthesize the given product.. Dataset: Full USPTO retrosynthesis dataset with 1.9M reactions from patents (1976-2016) (1) Given the product [NH2:1][C:2]1[CH:3]=[C:4]([N:11]2[CH2:16][CH2:15][N:14]([C:17]([O:19][C:20]([CH3:23])([CH3:22])[CH3:21])=[O:18])[CH2:13][CH2:12]2)[CH:5]=[CH:6][C:7]=1[NH2:8], predict the reactants needed to synthesize it. The reactants are: [NH2:1][C:2]1[CH:3]=[C:4]([N:11]2[CH2:16][CH2:15][N:14]([C:17]([O:19][C:20]([CH3:23])([CH3:22])[CH3:21])=[O:18])[CH2:13][CH2:12]2)[CH:5]=[CH:6][C:7]=1[N+:8]([O-])=O.[H][H]. (2) Given the product [Cl:35][C:2]([Cl:1])([Cl:34])[CH2:3][O:4][C:5](=[O:33])[NH:6][C:7]1[CH:12]=[CH:11][C:10]([S:13][C:14]2[CH:19]=[CH:18][C:17]([C:20](=[O:29])[NH:21][C:22]3[CH:27]=[CH:26][C:25]([Br:28])=[CH:24][N:23]=3)=[CH:16][C:15]=2[NH2:30])=[CH:9][CH:8]=1, predict the reactants needed to synthesize it. The reactants are: [Cl:1][C:2]([Cl:35])([Cl:34])[CH2:3][O:4][C:5](=[O:33])[NH:6][C:7]1[CH:12]=[CH:11][C:10]([S:13][C:14]2[CH:19]=[CH:18][C:17]([C:20](=[O:29])[NH:21][C:22]3[CH:27]=[CH:26][C:25]([Br:28])=[CH:24][N:23]=3)=[CH:16][C:15]=2[N+:30]([O-])=O)=[CH:9][CH:8]=1.[Cl-].[NH4+].